From a dataset of Forward reaction prediction with 1.9M reactions from USPTO patents (1976-2016). Predict the product of the given reaction. Given the reactants [CH2:1]([O:3][C:4](=[O:29])[CH2:5][N:6]1[CH:10]=[C:9]([C:11]2[NH:28][C:14]3[N:15]=[CH:16][N:17]=[C:18]([C:19]4[CH:24]=[CH:23][C:22]([CH2:25][NH2:26])=[C:21]([F:27])[CH:20]=4)[C:13]=3[CH:12]=2)[CH:8]=[N:7]1)[CH3:2].[C:30]([C:34]1[CH:42]=[CH:41][C:37]([C:38](O)=[O:39])=[CH:36][CH:35]=1)([CH3:33])([CH3:32])[CH3:31].CN(C(ON1N=NC2C=CC=NC1=2)=[N+](C)C)C.F[P-](F)(F)(F)(F)F.CCN(C(C)C)C(C)C, predict the reaction product. The product is: [CH2:1]([O:3][C:4](=[O:29])[CH2:5][N:6]1[CH:10]=[C:9]([C:11]2[NH:28][C:14]3[N:15]=[CH:16][N:17]=[C:18]([C:19]4[CH:24]=[CH:23][C:22]([CH2:25][NH:26][C:38](=[O:39])[C:37]5[CH:41]=[CH:42][C:34]([C:30]([CH3:32])([CH3:31])[CH3:33])=[CH:35][CH:36]=5)=[C:21]([F:27])[CH:20]=4)[C:13]=3[CH:12]=2)[CH:8]=[N:7]1)[CH3:2].